From a dataset of Catalyst prediction with 721,799 reactions and 888 catalyst types from USPTO. Predict which catalyst facilitates the given reaction. Reactant: [CH2:1]([C:9]1[C:10]2[C:24]3[C:14](=[CH:15][C:16]([CH2:26][CH2:27][CH2:28][CH2:29][CH2:30][CH2:31][CH2:32][CH3:33])=[C:17]4[C:23]=3[C:21]([CH:22]=1)=[CH:20][C:19]([OH:25])=[CH:18]4)[CH:13]=[C:12]([OH:34])[CH:11]=2)[CH2:2][CH2:3][CH2:4][CH2:5][CH2:6][CH2:7][CH3:8].Br[CH2:36][CH2:37][CH2:38][CH2:39][CH2:40][CH2:41][CH2:42][CH3:43].C([O-])([O-])=O.[K+].[K+].C1O[CH2:66][CH2:65]OCCOCCOCCOCCOC1. Product: [CH2:26]([C:16]1[C:17]2[C:23]3[C:21](=[CH:22][C:9]([CH2:1][CH2:2][CH2:3][CH2:4][CH2:5][CH2:6][CH2:7][CH3:8])=[C:10]4[C:24]=3[C:14]([CH:15]=1)=[CH:13][C:12]([O:34][CH2:36][CH2:37][CH2:38][CH2:39][CH2:40][CH2:41][CH2:42][CH3:43])=[CH:11]4)[CH:20]=[C:19]([O:25][CH2:22][CH2:9][CH2:1][CH2:2][CH2:3][CH2:4][CH2:65][CH3:66])[CH:18]=2)[CH2:27][CH2:28][CH2:29][CH2:30][CH2:31][CH2:32][CH3:33]. The catalyst class is: 2.